Dataset: Forward reaction prediction with 1.9M reactions from USPTO patents (1976-2016). Task: Predict the product of the given reaction. (1) Given the reactants [F:1][CH2:2][CH2:3][N:4]1[CH2:10][C:9]2[CH:11]=[C:12]([N+:15]([O-])=O)[CH:13]=[CH:14][C:8]=2[O:7][CH2:6][CH2:5]1.[H][H], predict the reaction product. The product is: [F:1][CH2:2][CH2:3][N:4]1[CH2:10][C:9]2[CH:11]=[C:12]([NH2:15])[CH:13]=[CH:14][C:8]=2[O:7][CH2:6][CH2:5]1. (2) Given the reactants [NH:1]1[CH2:4][CH2:3][CH2:2]1.C(=O)([O-])[O-].[K+].[K+].Cl[C:12]1[CH:17]=[CH:16][C:15]([N+:18]([O-:20])=[O:19])=[CH:14][N:13]=1.O, predict the reaction product. The product is: [N:1]1([C:12]2[CH:17]=[CH:16][C:15]([N+:18]([O-:20])=[O:19])=[CH:14][N:13]=2)[CH2:4][CH2:3][CH2:2]1. (3) Given the reactants [CH3:1][N:2]1[CH:6]=[C:5]([C:7]2[C:11]([CH3:12])=[C:10]([NH:13][C:14](=O)[O:15]C3C=CC=CC=3)[N:9]([C:23]3[CH:28]=[CH:27][CH:26]=[CH:25][CH:24]=3)[N:8]=2)[CH:4]=[N:3]1.[CH:29]1([C:33]2[CH:38]=[C:37]([F:39])[C:36]([CH2:40][O:41][CH3:42])=[CH:35][C:34]=2[CH2:43][NH2:44])[CH2:32][CH2:31][CH2:30]1.C(N(C(C)C)C(C)C)C, predict the reaction product. The product is: [CH:29]1([C:33]2[CH:38]=[C:37]([F:39])[C:36]([CH2:40][O:41][CH3:42])=[CH:35][C:34]=2[CH2:43][NH:44][C:14]([NH:13][C:10]2[N:9]([C:23]3[CH:24]=[CH:25][CH:26]=[CH:27][CH:28]=3)[N:8]=[C:7]([C:5]3[CH:4]=[N:3][N:2]([CH3:1])[CH:6]=3)[C:11]=2[CH3:12])=[O:15])[CH2:30][CH2:31][CH2:32]1. (4) Given the reactants Br[C:2]1[N:6]([CH3:7])[CH:5]=[N:4][C:3]=1[C:8]1[CH:13]=[C:12]([C:14]#[N:15])[CH:11]=[CH:10][N:9]=1.B(O)(O)[C:17]1[CH:18]=[CH:19][C:20]([CH3:23])=[CH:21][CH:22]=1, predict the reaction product. The product is: [CH3:7][N:6]1[C:2]([C:17]2[CH:22]=[CH:21][C:20]([CH3:23])=[CH:19][CH:18]=2)=[C:3]([C:8]2[CH:13]=[C:12]([C:14]#[N:15])[CH:11]=[CH:10][N:9]=2)[N:4]=[CH:5]1. (5) Given the reactants [CH3:1][C:2]1[CH:7]=[CH:6][C:5]([NH:8][C:9](=[O:15])[O:10][C:11]([CH3:14])([CH3:13])[CH3:12])=[CH:4][C:3]=1[O:16][C:17]1[CH:22]=[CH:21][C:20]([N+:23]([O-])=O)=[CH:19][N:18]=1.CN1CCCC1=O, predict the reaction product. The product is: [NH2:23][C:20]1[CH:21]=[CH:22][C:17]([O:16][C:3]2[CH:4]=[C:5]([NH:8][C:9](=[O:15])[O:10][C:11]([CH3:13])([CH3:12])[CH3:14])[CH:6]=[CH:7][C:2]=2[CH3:1])=[N:18][CH:19]=1. (6) The product is: [CH2:1]([NH:8][CH2:9][C:10]1[CH2:16][N:15]([CH2:17][C:18](=[O:29])[NH:19][CH:20]2[CH2:24][C:23](=[O:25])[O:22][CH:21]2[OH:26])[C:14](=[O:30])[CH:13]([NH:31][C:32]([C:34]2[C:43]3[C:38](=[CH:39][CH:40]=[CH:41][CH:42]=3)[CH:37]=[CH:36][N:35]=2)=[O:33])[CH2:12][CH:11]=1)[C:2]1[CH:3]=[CH:4][CH:5]=[CH:6][CH:7]=1. Given the reactants [CH2:1]([NH:8][CH2:9][C:10]1[CH2:16][N:15]([CH2:17][C:18](=[O:29])[NH:19][CH:20]2[CH2:24][C:23](=[O:25])[O:22][CH:21]2[O:26]CC)[C:14](=[O:30])[CH:13]([NH:31][C:32]([C:34]2[C:43]3[C:38](=[CH:39][CH:40]=[CH:41][CH:42]=3)[CH:37]=[CH:36][N:35]=2)=[O:33])[CH2:12][CH:11]=1)[C:2]1[CH:7]=[CH:6][CH:5]=[CH:4][CH:3]=1.C(O)(C(F)(F)F)=O, predict the reaction product. (7) Given the reactants [NH:1]1[CH2:6][CH2:5][O:4][CH2:3][CH2:2]1.[Cl:7][C:8]1[N:13]=[C:12](Cl)[C:11]2[CH2:15][CH2:16][CH2:17][C:10]=2[N:9]=1, predict the reaction product. The product is: [Cl:7][C:8]1[N:13]=[C:12]([N:1]2[CH2:6][CH2:5][O:4][CH2:3][CH2:2]2)[C:11]2[CH2:15][CH2:16][CH2:17][C:10]=2[N:9]=1. (8) The product is: [NH2:13][CH:12]([C:11]1[N:10]=[C:9]2[CH:14]=[CH:15][N:16]([CH3:17])[C:8]2=[CH:7][C:6]=1[N:4]1[CH2:5][CH:2]([OH:1])[CH2:3]1)[CH3:18]. Given the reactants [OH:1][CH:2]1[CH2:5][N:4]([C:6]2[CH:7]=[C:8]3[N:16]([CH3:17])[CH:15]=[CH:14][C:9]3=[N:10][C:11]=2[C:12]#[N:13])[CH2:3]1.[CH3:18][Mg]Br.CCOCC.[BH4-].[Na+], predict the reaction product.